Dataset: Forward reaction prediction with 1.9M reactions from USPTO patents (1976-2016). Task: Predict the product of the given reaction. (1) Given the reactants C([C:5]1[N:6]([C:18]([OH:20])=[O:19])[C:7]2[C:12]([CH:13]=1)=[CH:11][C:10]([Br:14])=[C:9]([Cl:15])[C:8]=2[CH:16]=[O:17])(C)(C)C.P([O-])(O)(O)=O.[Na+].[CH3:27][C:28](=[CH:30]C)[CH3:29].Cl([O-])=[O:33].[Na+], predict the reaction product. The product is: [Br:14][C:10]1[CH:11]=[C:12]2[C:7](=[C:8]([C:16]([OH:17])=[O:33])[C:9]=1[Cl:15])[N:6]([C:18]([O:20][C:28]([CH3:30])([CH3:29])[CH3:27])=[O:19])[CH:5]=[CH:13]2. (2) Given the reactants NC1C=C(CNC(C2NC(=O)C3C(=CC=C(C#N)C=3)N=2)=O)C=CC=1.[NH2:25][C:26]1[CH:27]=[C:28]([CH2:32][NH:33][C:34]([C:36]2[NH:37][C:38](=[O:46])[C:39]3[C:44]([CH3:45])=[CH:43][S:42][C:40]=3[N:41]=2)=[O:35])[CH:29]=[CH:30][CH:31]=1.[C:47]1([C:53]([C:68]2[CH:73]=[CH:72][CH:71]=[CH:70][CH:69]=2)([C:62]2[CH:67]=[CH:66][CH:65]=[CH:64][CH:63]=2)[N:54]2[CH:58]=[N:57][C:56]([C:59](O)=[O:60])=[N:55]2)[CH:52]=[CH:51][CH:50]=[CH:49][CH:48]=1, predict the reaction product. The product is: [CH3:45][C:44]1[C:39]2[C:38](=[O:46])[NH:37][C:36]([C:34]([NH:33][CH2:32][C:28]3[CH:29]=[CH:30][CH:31]=[C:26]([NH:25][C:59]([C:56]4[N:57]=[CH:58][N:54]([C:53]([C:47]5[CH:52]=[CH:51][CH:50]=[CH:49][CH:48]=5)([C:62]5[CH:63]=[CH:64][CH:65]=[CH:66][CH:67]=5)[C:68]5[CH:73]=[CH:72][CH:71]=[CH:70][CH:69]=5)[N:55]=4)=[O:60])[CH:27]=3)=[O:35])=[N:41][C:40]=2[S:42][CH:43]=1. (3) Given the reactants S1[CH2:6][CH2:5][C:4](=[O:7])[CH2:3][CH2:2]1.C(N(CC([O-])=O)CC(O)=O)CN(CC([O-])=O)CC(O)=O.[Na+].[Na+].C([O-])(O)=O.[Na+].O[O:36][S:37]([O-:39])=O.[K+], predict the reaction product. The product is: [S:37]1(=[O:39])(=[O:36])[CH2:6][CH2:5][C:4](=[O:7])[CH2:3][CH2:2]1.